Dataset: Full USPTO retrosynthesis dataset with 1.9M reactions from patents (1976-2016). Task: Predict the reactants needed to synthesize the given product. (1) Given the product [Cl:7][C:8]1[CH:9]=[C:10]([N:14]([CH2:15][C:16]2[C:25]3[C:20](=[C:21]([F:26])[CH:22]=[CH:23][CH:24]=3)[NH:19][C:18](=[O:27])[CH:17]=2)[C:29]2[CH:34]=[CH:33][CH:32]=[CH:31][N:30]=2)[CH:11]=[CH:12][CH:13]=1, predict the reactants needed to synthesize it. The reactants are: CC(C)([O-])C.[Na+].[Cl:7][C:8]1[CH:9]=[C:10]([NH:14][CH2:15][C:16]2[C:25]3[C:20](=[C:21]([F:26])[CH:22]=[CH:23][CH:24]=3)[NH:19][C:18](=[O:27])[CH:17]=2)[CH:11]=[CH:12][CH:13]=1.Cl[C:29]1[CH:34]=[CH:33][CH:32]=[CH:31][N:30]=1.C(P(C(C)(C)C)C1C=CC=CC=1C1C=CC=CC=1)(C)(C)C. (2) Given the product [CH2:1]([O:3][C:4](=[O:18])[CH2:5][C:6]1[C:7]([CH3:17])=[C:8]([CH2:27][C:26]2[CH:25]=[CH:24][C:23]([S:20]([CH3:19])(=[O:22])=[O:21])=[CH:30][CH:29]=2)[N:9]2[C:14]=1[CH:13]=[CH:12][C:11]([C:15]#[N:16])=[CH:10]2)[CH3:2], predict the reactants needed to synthesize it. The reactants are: [CH2:1]([O:3][C:4](=[O:18])[CH2:5][C:6]1[C:7]([CH3:17])=[CH:8][N:9]2[C:14]=1[CH:13]=[CH:12][C:11]([C:15]#[N:16])=[CH:10]2)[CH3:2].[CH3:19][S:20]([C:23]1[CH:30]=[CH:29][C:26]([CH:27]=O)=[CH:25][CH:24]=1)(=[O:22])=[O:21].C([SiH](CC)CC)C.FC(F)(F)C(O)=O. (3) Given the product [I:22][CH2:6][CH2:7][CH2:8][C:9]1[CH:10]=[C:11]([CH:19]=[CH:20][CH:21]=1)[O:12][CH2:13][C:14]([O:16][CH2:17][CH3:18])=[O:15], predict the reactants needed to synthesize it. The reactants are: CS(O[CH2:6][CH2:7][CH2:8][C:9]1[CH:10]=[C:11]([CH:19]=[CH:20][CH:21]=1)[O:12][CH2:13][C:14]([O:16][CH2:17][CH3:18])=[O:15])(=O)=O.[I-:22].[Na+].CCOC(C)=O. (4) Given the product [CH3:75][O:74][C:73]1[CH:72]=[C:69]([CH:68]=[C:67]([O:76][CH3:77])[C:66]=1[O:65][CH2:64][CH:22]1[CH2:21][CH:20]([O:19][CH2:1][CH2:2][CH2:3][CH2:4][CH2:5][CH2:6][CH2:7][CH2:8][CH2:9][CH2:10][CH2:11][CH2:12][CH2:13][CH2:14][CH2:15][CH2:16][CH2:17][CH3:18])[CH:25]([O:26][CH2:27][CH2:28][CH2:29][CH2:30][CH2:31][CH2:32][CH2:33][CH2:34][CH2:35][CH2:36][CH2:37][CH2:38][CH2:39][CH2:40][CH2:41][CH2:42][CH2:43][CH3:44])[CH:24]([O:45][CH2:46][CH2:47][CH2:48][CH2:49][CH2:50][CH2:51][CH2:52][CH2:53][CH2:54][CH2:55][CH2:56][CH2:57][CH2:58][CH2:59][CH2:60][CH2:61][CH2:62][CH3:63])[CH2:23]1)[CH2:70][OH:71], predict the reactants needed to synthesize it. The reactants are: [CH2:1]([O:19][CH:20]1[CH:25]([O:26][CH2:27][CH2:28][CH2:29][CH2:30][CH2:31][CH2:32][CH2:33][CH2:34][CH2:35][CH2:36][CH2:37][CH2:38][CH2:39][CH2:40][CH2:41][CH2:42][CH2:43][CH3:44])[CH:24]([O:45][CH2:46][CH2:47][CH2:48][CH2:49][CH2:50][CH2:51][CH2:52][CH2:53][CH2:54][CH2:55][CH2:56][CH2:57][CH2:58][CH2:59][CH2:60][CH2:61][CH2:62][CH3:63])[CH2:23][CH:22]([CH2:64][O:65][C:66]2[C:73]([O:74][CH3:75])=[CH:72][C:69]([CH:70]=[O:71])=[CH:68][C:67]=2[O:76][CH3:77])[CH2:21]1)[CH2:2][CH2:3][CH2:4][CH2:5][CH2:6][CH2:7][CH2:8][CH2:9][CH2:10][CH2:11][CH2:12][CH2:13][CH2:14][CH2:15][CH2:16][CH2:17][CH3:18].[BH4-].[Na+].